The task is: Binary Classification. Given a drug SMILES string, predict its activity (active/inactive) in a high-throughput screening assay against a specified biological target.. This data is from Tyrosyl-DNA phosphodiesterase HTS with 341,365 compounds. The compound is O(CC(=O)N1CCc2c(C1)cccc2)C(=O)c1cc(OC)ccc1. The result is 0 (inactive).